From a dataset of Reaction yield outcomes from USPTO patents with 853,638 reactions. Predict the reaction yield, written as a fraction of the theoretical maximum amount of product (1.0 means a 100% yield; for example, 0.34 means a 34% yield). (1) The catalyst is CO. The yield is 0.700. The product is [OH:4][CH2:5][C:6]1[N:7]=[C:8]([C:12]2[S:13][C:14]3[CH:22]=[CH:21][CH:20]=[CH:19][C:15]=3[C:16](=[O:18])[N:17]=2)[CH:9]=[CH:10][CH:11]=1. The reactants are C([O:4][CH2:5][C:6]1[CH:11]=[CH:10][CH:9]=[C:8]([C:12]2[S:13][C:14]3[CH:22]=[CH:21][CH:20]=[CH:19][C:15]=3[C:16](=[O:18])[N:17]=2)[N:7]=1)(=O)C.C(=O)([O-])[O-].[K+].[K+]. (2) The reactants are [CH:1]1([C@@H:7]2[NH:12][C:11](=[O:13])[C@H:10]([CH2:14][CH:15]([CH3:17])[CH3:16])[NH:9][CH2:8]2)[CH2:6][CH2:5][CH2:4][CH2:3][CH2:2]1.[Cl:18][C:19]1[CH:24]=[CH:23][C:22]([C@@H:25]2[CH2:27][C@H:26]2[C:28](O)=[O:29])=[C:21]([F:31])[CH:20]=1.[CH2:32]([C@@H]1N(C(=O)/C=C/C2C=CC=CC=2)C[C@H](CC(C)C)NC1=O)C(C)C. No catalyst specified. The product is [Cl:18][C:19]1[CH:24]=[CH:23][C:22]([C@@H:25]2[CH2:27][C@H:26]2[C:28]([N:9]2[CH2:8][C@H:7]([CH:1]([CH2:2][CH2:3][CH3:32])[CH2:6][CH2:5][CH3:4])[NH:12][C:11](=[O:13])[C@@H:10]2[CH2:14][CH:15]([CH3:16])[CH3:17])=[O:29])=[C:21]([F:31])[CH:20]=1. The yield is 0.457. (3) The reactants are Cl.[CH3:2][C:3]1[CH:8]=[CH:7][C:6]([CH:9]([C:17]2[CH:22]=[CH:21][C:20]([CH3:23])=[CH:19][CH:18]=2)[CH:10]2[C:15](=[O:16])[CH2:14][CH2:13][NH:12][CH2:11]2)=[CH:5][CH:4]=1.C(NCC)(C)C.[OH:30][C:31]1[CH:38]=[CH:37][C:34]([CH2:35]O)=[CH:33][CH:32]=1. The catalyst is ClCCl. The product is [CH3:2][C:3]1[CH:4]=[CH:5][C:6]([CH:9]([C:17]2[CH:18]=[CH:19][C:20]([CH3:23])=[CH:21][CH:22]=2)[CH:10]2[C:15](=[O:16])[CH2:14][CH2:13][N:12]([CH2:35][C:34]3[CH:37]=[CH:38][C:31]([OH:30])=[CH:32][CH:33]=3)[CH2:11]2)=[CH:7][CH:8]=1. The yield is 0.460. (4) The reactants are [C:1]([O:9][CH2:10][CH3:11])(=[O:8])[CH2:2][C:3]([O:5][CH2:6][CH3:7])=[O:4].[C:12](#[N:15])[CH:13]=[CH2:14].Cl. The catalyst is CO.O1CCOCC1. The product is [C:12]([CH2:13][CH2:14][C:2]([CH2:14][CH2:13][C:12]#[N:15])([C:3]([O:5][CH2:6][CH3:7])=[O:4])[C:1]([O:9][CH2:10][CH3:11])=[O:8])#[N:15]. The yield is 0.758. (5) The yield is 0.480. The product is [C:13]([O:29][C:28](=[O:31])[N:25]([CH2:22][C:13]1[CH:14]=[C:15]([C:16]2[CH:21]=[CH:20][CH:19]=[CH:18][CH:17]=2)[N:11]([S:8]([C:4]2[CH:5]=[N:6][CH:7]=[C:2]([Br:1])[CH:3]=2)(=[O:10])=[O:9])[CH:12]=1)[CH3:24])([CH3:22])([CH3:14])[CH3:12]. The catalyst is O1CCCC1.CO.O. The reactants are [Br:1][C:2]1[CH:3]=[C:4]([S:8]([N:11]2[C:15]([C:16]3[CH:21]=[CH:20][CH:19]=[CH:18][CH:17]=3)=[CH:14][C:13]([CH:22]=O)=[CH:12]2)(=[O:10])=[O:9])[CH:5]=[N:6][CH:7]=1.[CH3:24][NH2:25].[BH4-].[Na+].[C:28](=[O:31])([O-])[OH:29].[Na+]. (6) The reactants are C(OC1N=CC([NH:15][C:16]2[CH:21]=[C:20]([C:22]3[CH:30]=[CH:29][CH:28]=[C:27]4[C:23]=3[CH:24]=[CH:25][N:26]4[Si](C(C)C)(C(C)C)C(C)C)C=C(OCC3C=CC(OC)=CC=3)[CH:17]=2)=CC=1)C1C=CC=CC=1.C([O:58][C:59]1[N:64]=[CH:63][C:62](NC2C=C(OCC3C=CC(OC)=CC=3)C=C(Br)C=2)=[CH:61][CH:60]=1)C1C=CC=CC=1.[CH3:83][C:84]1(C)C(C)(C)OB(C2C=CC=C3C=2C=CN3[Si](C(C)C)(C(C)C)C(C)C)[O:85]1.[O-]P([O-])([O-])=O.[K+].[K+].[K+]. The catalyst is O1CCOCC1.Cl[Pd-](P(C1CC2CC1CC2)C1CC2CC1CC2)C1C=CC=CC=1C1C=CC=CC=1N(C)C. The product is [OH:85][C:84]1[CH:17]=[C:16]([NH:15][C:60]2[C:59]([OH:58])=[N:64][CH:63]=[CH:62][CH:61]=2)[CH:21]=[C:20]([C:22]2[CH:30]=[CH:29][CH:28]=[C:27]3[C:23]=2[CH:24]=[CH:25][NH:26]3)[CH:83]=1. The yield is 0.571. (7) The reactants are [F:1][C:2]([F:21])([F:20])[C:3]([NH:5][C@@H:6]([CH3:19])[CH2:7][O:8][C:9]1[CH:18]=[CH:17][C:12]([C:13]([O:15][CH3:16])=[O:14])=[CH:11][CH:10]=1)=[O:4].[C:22]([O-])([O-])=O.[K+].[K+].CI. The catalyst is CN(C=O)C.O. The product is [CH3:22][N:5]([C@@H:6]([CH3:19])[CH2:7][O:8][C:9]1[CH:18]=[CH:17][C:12]([C:13]([O:15][CH3:16])=[O:14])=[CH:11][CH:10]=1)[C:3](=[O:4])[C:2]([F:20])([F:21])[F:1]. The yield is 0.990. (8) The catalyst is O1CCOCC1.C1C=CC(P(C2C=CC=CC=2)[C-]2C=CC=C2)=CC=1.C1C=CC(P(C2C=CC=CC=2)[C-]2C=CC=C2)=CC=1.Cl[Pd]Cl.[Fe+2]. The reactants are [S:1]1[CH2:6][CH:5]=[C:4](OS(C(F)(F)F)(=O)=O)[CH2:3][CH2:2]1.[B:15]1([B:15]2[O:20][CH2:19][C:18]([CH3:22])([CH3:21])[CH2:17][O:16]2)[O:20][CH2:19][C:18]([CH3:22])([CH3:21])[CH2:17][O:16]1.CC([O-])=O.[K+].CCOC(C)=O. The yield is 0.820. The product is [S:1]1[CH2:6][CH:5]=[C:4]([B:15]2[O:20][CH2:19][C:18]([CH3:22])([CH3:21])[CH2:17][O:16]2)[CH2:3][CH2:2]1. (9) The reactants are N#N.[F:3][C:4]1[CH:26]=[C:25]([F:27])[CH:24]=[CH:23][C:5]=1[O:6][C:7]1[CH:13]=[CH:12][C:10]([NH2:11])=[CH:9][C:8]=1B1OC(C)(C)C(C)(C)O1.Br[C:29]1[C:38]2[C:33](=[CH:34][N:35]=[CH:36][CH:37]=2)[C:32](=[O:39])[N:31]([CH3:40])[CH:30]=1.C([O-])([O-])=O.[K+].[K+]. The catalyst is O1CCOCC1.O.C1C=CC(P(C2C=CC=CC=2)[C-]2C=CC=C2)=CC=1.C1C=CC(P(C2C=CC=CC=2)[C-]2C=CC=C2)=CC=1.Cl[Pd]Cl.[Fe+2]. The product is [NH2:11][C:10]1[CH:12]=[CH:13][C:7]([O:6][C:5]2[CH:23]=[CH:24][C:25]([F:27])=[CH:26][C:4]=2[F:3])=[C:8]([C:29]2[C:38]3[C:33](=[CH:34][N:35]=[CH:36][CH:37]=3)[C:32](=[O:39])[N:31]([CH3:40])[CH:30]=2)[CH:9]=1. The yield is 0.530.